The task is: Predict which catalyst facilitates the given reaction.. This data is from Catalyst prediction with 721,799 reactions and 888 catalyst types from USPTO. (1) Reactant: [F:1][C:2]([F:39])([F:38])[C:3]1[CH:4]=[C:5]([CH:35]=[CH:36][CH:37]=1)[C:6]([NH:8][CH2:9][C:10]([NH:12][C@@H:13]1[CH2:17][CH2:16][N:15]([CH:18]2[CH2:24][CH2:23][CH2:22][N:21](C(OCC3C=CC=CC=3)=O)[CH2:20][CH2:19]2)[CH2:14]1)=[O:11])=[O:7].[H][H]. Product: [NH:21]1[CH2:22][CH2:23][CH2:24][CH:18]([N:15]2[CH2:16][CH2:17][C@@H:13]([NH:12][C:10](=[O:11])[CH2:9][NH:8][C:6](=[O:7])[C:5]3[CH:35]=[CH:36][CH:37]=[C:3]([C:2]([F:39])([F:1])[F:38])[CH:4]=3)[CH2:14]2)[CH2:19][CH2:20]1. The catalyst class is: 19. (2) The catalyst class is: 110. Product: [C:17]([C:19]1[N:23]([CH3:24])[C:22]([C:2]2[CH:7]=[CH:6][C:5]([S:8]([N:11]([CH2:14][CH3:15])[CH2:12][CH3:13])(=[O:10])=[O:9])=[CH:4][C:3]=2[F:16])=[CH:21][CH:20]=1)#[N:18]. Reactant: Br[C:2]1[CH:7]=[CH:6][C:5]([S:8]([N:11]([CH2:14][CH3:15])[CH2:12][CH3:13])(=[O:10])=[O:9])=[CH:4][C:3]=1[F:16].[C:17]([C:19]1[N:23]([CH3:24])[C:22](B(O)O)=[CH:21][CH:20]=1)#[N:18].[F-].[K+].C(P(C(C)(C)C)C(C)(C)C)(C)(C)C. (3) The catalyst class is: 261. Reactant: [CH2:1]([O:3][C:4]([C:6]1[O:7][C:8]2[C:17]([C:18](=O)[CH:19]=1)=[CH:16][CH:15]=[C:14]1[C:9]=2[CH:10]=[CH:11][CH:12]=[N:13]1)=[O:5])[CH3:2].[H][H]. Product: [CH2:1]([O:3][C:4]([CH:6]1[CH2:19][CH2:18][C:17]2[C:8](=[C:9]3[C:14](=[CH:15][CH:16]=2)[NH:13][CH2:12][CH2:11][CH2:10]3)[O:7]1)=[O:5])[CH3:2]. (4) Reactant: [F-:1].[K+].Cl[C:4]([C:7](OC)=O)([F:6])[F:5].[Cl:11][C:12]1C(I)=[N:16][CH:15]=[CH:14][N:13]=1. Product: [Cl:11][C:12]1[C:7]([C:4]([F:1])([F:6])[F:5])=[N:16][CH:15]=[CH:14][N:13]=1. The catalyst class is: 122.